From a dataset of Experimentally validated miRNA-target interactions with 360,000+ pairs, plus equal number of negative samples. Binary Classification. Given a miRNA mature sequence and a target amino acid sequence, predict their likelihood of interaction. (1) The miRNA is mmu-miR-5627-3p with sequence ACAGGGCUCUCCGGCGCCCCUCGU. The protein sequence of the target gene is MWATCCNWFCLDGQPEEVPPPQGARMQAYSNPGYSSFPSPTGLEPSCKSCGAHFANTARKQTCLDCKKNFCMTCSSQVGNGPRLCLLCQRFRATAFQREELMKMKVKDLRDYLSLHDISTEMCREKEELVLLVLGQQPVISQEDRTRASTLSPDFPEQQAFLTQPHSSMVPPTSPNLPSSSAQATSVPPAQVQENQQANGHVSQDQEEPVYLESVARVPAEDETQSIDSEDSFVPGRRASLSDLTDLEDIEGLTVRQLKEILARNFVNYKGCCEKWELMERVTRLYKDQKGLQHLVSGAE.... Result: 0 (no interaction). (2) The protein sequence of the target gene is MRGAGGPRGPRGPAKMLLLLALACASPFPEEAPGPGGAGGPGGGLGGARPLNVALVFSGPAYAAEAARLGPAVAAAVRSPGLDVRPVALVLNGSDPRSLVLQLCDLLSGLRVHGVVFEDDSRAPAVAPILDFLSAQTSLPIVAVHGGAALVLTPKEKGSTFLQLGSSTEQQLQVIFEVLEEYDWTSFVAVTTRAPGHRAFLSYIEVLTDGSLVGWEHRGALTLDPGAGEAVLSAQLRSVSAQIRLLFCAREEAEPVFRAAEEAGLTGSGYVWFMVGPQLAGGGGSGAPGEPPLLPGGAPL.... The miRNA is hsa-miR-6077 with sequence GGGAAGAGCUGUACGGCCUUC. Result: 1 (interaction). (3) The miRNA is hsa-miR-4782-3p with sequence UGAUUGUCUUCAUAUCUAGAAC. The protein sequence of the target gene is MANEVQVLPSPLKGRYAPAVKAGGMRISKKQEMGVLERHTKKTGLEKTSAITNVAKIQMLDALTDTLDKLNHKFPATVHTAHQKPTPALEKAAPMKRAYIIQQPRKC. Result: 0 (no interaction). (4) The miRNA is hsa-miR-497-3p with sequence CAAACCACACUGUGGUGUUAGA. The protein sequence of the target gene is MTPSQVTFEIRGTLLPGEVFAICGSCDALGNWNPQNAVALINENETGDSVLWKAVIALNRGVSVKYRYFRGCFLEPKTIGGPCQVIVHKWETHLQPRSITPLESEIIIDDGQFGIHNGVETLDSGWLTCQTEIRLRLHFSEKPPVSISKKKFKKSRFRVKLTLEGLEEDEDDDDDKVSPTVLHKMSNSLEISLISDNEFKCRHSQPECGYGLQPDRWTEYSIQTMEPDNLELIFDFFEEDLSEHVVQGDVLPGHVGTACLLSSTIAESGRSAGILTLPIMSRNSRKTIGKVRVDFIIIKP.... Result: 0 (no interaction). (5) The miRNA is hsa-miR-548o-3p with sequence CCAAAACUGCAGUUACUUUUGC. The protein sequence of the target gene is METEPVSVQKVPAPPGSPCRQQDSALTPTPTMPPPEEPSEDYEHSQSPAEQAIQEEFQFLRCPSCQAQAKCPKLLPCLHTLCSGCLEAPGLQCPICKAPGQADANGEALDNVFFESLQRRLAVFRQIVDAQAACTRCKGLADFWCFECEQLICSKCFEAHQWYLKHEARPLADLRDNSVSSFLDSTRKSNIFCSNTNHRNPALTDIYCRGCAKPLCCTCALLDRNHSHLHCDIGEEIQQWHEELGTMTQTLEEQGRTFDSAHAQMCSAIGQLDHARADIEKQIRARVRQVVDYVQAQERE.... Result: 0 (no interaction). (6) The miRNA is hsa-miR-553 with sequence AAAACGGUGAGAUUUUGUUUU. The protein sequence of the target gene is MECKIEGKEKYQHSLNLLNKIQNMKELAEMIDVVLTAEGEKFPCHRLVLAAFSPYFKAMFTCGLLECNQREVILYDITAESVSVLLNYMYNAALEINNANVQTVAMAAYFMQMEEVFSVCQKYMMDHMDASNCLGIYYFAKQIGAEDLSDRSKKYLYQHFAEVSLHEEILEIEVHQFLTLIKSDDLNISREESILDLVLRWVNHNKELRTVHLVELLKQVRLELVNPSFLRQALRRNTMLLCDADCVDIIQNAFKAIKTPQQHSLNLRYGMETTSLLLCIGNNSSGIRSRHRSYGDASFC.... Result: 0 (no interaction). (7) The miRNA is hsa-miR-1237-5p with sequence CGGGGGCGGGGCCGAAGCGCG. The protein sequence of the target gene is MESTLGAGIVIAEALQNQLAWLENVWLWITFLGDPKILFLFYFPAAYYASRRVGIAVLWISLITEWLNLIFKWFLFGDRPFWWVHESGYYSQAPAQVHQFPSSCETGPGSPSGHCMITGAALWPIMTALSSQVATRARSRWVRVMPSLAYCTFLLAVGLSRIFILAHFPHQVLAGLITGAVLGWLMTPRVPMERELSFYGLTALALMLGTSLIYWTLFTLGLDLSWSISLAFKWCERPEWIHVDSRPFASLSRDSGAALGLGIALHSPCYAQVRRAQLGNGQKIACLVLAMGLLGPLDWL.... Result: 1 (interaction). (8) The miRNA is mmu-miR-532-3p with sequence CCUCCCACACCCAAGGCUUGCA. The protein sequence of the target gene is MADTDLFMECEEEELEPWQKISDVIEDSVVEDYNSVDKTTSVSVSQQPVSAPVPIAAHASVAGHLSTSTTVSNSGAQNSDSTKKTLVTLIANNNAGNTLVQQGGQPLILTQNPAPGLGTMVTQPVLRPVQVMQNANHVTSSPVASQPIFITTQGFPVRNVRPVQNAMNQVGIVLNVQQGQTVRPITLVPAPGTQFVKPTVGVPQVFSQMTPVRPGSTMPVRPTTNTFTTVIPATLTIRSTVPQSQSQQTKSTPSTSTTPTATQPTSLGQLAGQPPGQSNQTSNPKLAPSFPSPPAVSIAS.... Result: 0 (no interaction). (9) The miRNA is mmu-miR-7026-3p with sequence UGUGCUUUCUGGUCUUGGCUUAG. The protein sequence of the target gene is MPKSKELVSSSSSGSDSDSEVEKKLKRKKQAVPEKPVKKQKPGETSRALASSKQSSSSRDDNMFQIGKMRYVSVRDFKGKILIDIREYWMDSEGEMKPGRKGISLNMEQWSQLKEQISDIDDAVRKL. Result: 0 (no interaction). (10) The miRNA is mmu-miR-466i-5p with sequence UGUGUGUGUGUGUGUGUGUG. The protein sequence of the target gene is MPGIDKLPIEETLEDSPQTRSLLGVFEEDATAISNYMNQLYQAMHRIYDAQNELSAATHLTSKLLKEYEKQRFPLGGDDEVMSSTLQQFSKVIDELSSCHAVLSTQLADAMMFPISQFKERDLKEILTLKEVFQIASNDHDAAINRYSRLSKKRENDKVKYEVTEDVYTSRKKQHQTMMHYFCALNTLQYKKKIALLEPLLGYMQAQISFFKMGSENLNGQLEEFLANIGTSVQNVRREMDGDVETMQQTIEDLEVASDPLYLPDPDPTKFPINRNLTRKAGYLNARNKTGLVSSTWDRQ.... Result: 1 (interaction).